This data is from Reaction yield outcomes from USPTO patents with 853,638 reactions. The task is: Predict the reaction yield, written as a fraction of the theoretical maximum amount of product (1.0 means a 100% yield; for example, 0.34 means a 34% yield). (1) The reactants are C(OC(=O)[NH:7][C:8]1[C:17]2[C:12](=[CH:13][CH:14]=[C:15]([O:18][CH2:19][CH3:20])[CH:16]=2)[CH:11]=[CH:10][CH:9]=1)(C)(C)C.Cl.C(OC(C)C)(C)C. The catalyst is O1CCOCC1. The product is [CH2:19]([O:18][C:15]1[CH:16]=[C:17]2[C:12]([CH:11]=[CH:10][CH:9]=[C:8]2[NH2:7])=[CH:13][CH:14]=1)[CH3:20]. The yield is 0.863. (2) The reactants are [Br:1][C:2]1[C:3]([Cl:9])=[CH:4][C:5]([NH2:8])=[N:6][CH:7]=1.[C:10](Cl)(=[O:12])[CH3:11]. The catalyst is N1C=CC=CC=1. The product is [Br:1][C:2]1[C:3]([Cl:9])=[CH:4][C:5]([NH:8][C:10](=[O:12])[CH3:11])=[N:6][CH:7]=1. The yield is 1.00. (3) The reactants are [C:1](Cl)(=[O:8])[CH2:2][CH2:3][CH2:4][CH2:5][CH2:6][CH3:7].[Cl:10][CH2:11][CH2:12][CH2:13][N:14]1[C:18]2[CH:19]=[CH:20][CH:21]=[CH:22][C:17]=2[N:16]([CH2:23][OH:24])[C:15]1=[O:25].N1C=CC=CC=1. The catalyst is ClCCl. The product is [C:1]([O:24][CH2:23][N:16]1[C:17]2[CH:22]=[CH:21][CH:20]=[CH:19][C:18]=2[N:14]([CH2:13][CH2:12][CH2:11][Cl:10])[C:15]1=[O:25])(=[O:8])[CH2:2][CH2:3][CH2:4][CH2:5][CH2:6][CH3:7]. The yield is 0.920. (4) The reactants are [H-].[Al+3].[Li+].[H-].[H-].[H-].C1COCC1.[OH:12][C:13]1[CH:14]=[C:15]2[C:20](=[CH:21][CH:22]=1)[CH:19]=[C:18]([C:23](OC)=[O:24])[CH:17]=[CH:16]2.C1(C([O-])=O)C2C(=CC=CC=2)C=CC=1. The catalyst is O. The product is [OH:24][CH2:23][C:18]1[CH:19]=[C:20]2[C:15](=[CH:16][CH:17]=1)[CH:14]=[C:13]([OH:12])[CH:22]=[CH:21]2. The yield is 0.870. (5) The catalyst is O1CCOCC1. The yield is 0.128. The product is [CH3:1][O:2][C:3](=[O:17])[C:4]1[CH:9]=[C:8]([N:10]([C:18](=[O:20])[CH3:19])[CH3:11])[C:7]([C:12]([F:14])([F:13])[F:15])=[CH:6][C:5]=1[NH2:16]. The reactants are [CH3:1][O:2][C:3](=[O:17])[C:4]1[CH:9]=[C:8]([NH:10][CH3:11])[C:7]([C:12]([F:15])([F:14])[F:13])=[CH:6][C:5]=1[NH2:16].[C:18](Cl)(=[O:20])[CH3:19]. (6) The reactants are [C:1]([C:4]1[N:5]=[C:6]2[C:12]3[CH:13]=[CH:14][C:15]([C:17]([O:19][CH3:20])=[O:18])=[CH:16][C:11]=3[O:10][CH2:9][CH2:8][N:7]2[CH:21]=1)(=O)[NH2:2].COC(OC)[N:25]([CH3:27])C.Cl.[F:31][C:32]([F:37])([F:36])[CH2:33][NH:34]N. The catalyst is C(O)(=O)C. The product is [F:31][C:32]([F:37])([F:36])[CH2:33][N:34]1[C:1]([C:4]2[N:5]=[C:6]3[C:12]4[CH:13]=[CH:14][C:15]([C:17]([O:19][CH3:20])=[O:18])=[CH:16][C:11]=4[O:10][CH2:9][CH2:8][N:7]3[CH:21]=2)=[N:2][CH:27]=[N:25]1. The yield is 0.650. (7) The reactants are [CH2:1](Br)[CH2:2][CH2:3][CH3:4].C([O-])(O)=O.[Na+].[NH2:11][C:12]1[CH:13]=[C:14]([OH:18])[CH:15]=[CH:16][CH:17]=1. The catalyst is CO. The product is [CH2:1]([NH:11][C:12]1[CH:13]=[C:14]([OH:18])[CH:15]=[CH:16][CH:17]=1)[CH2:2][CH2:3][CH3:4]. The yield is 0.570. (8) The reactants are [CH:1]([C:3]1[CH:22]=[CH:21][C:6]([O:7][CH2:8][CH2:9][O:10][C:11]2[CH:20]=[CH:19][C:14]([C:15]([O:17][CH3:18])=[O:16])=[CH:13][CH:12]=2)=[CH:5][CH:4]=1)=O.[S:23]1[CH2:27][C:26](=[O:28])[NH:25][C:24]1=[O:29].C(O)(=O)C1C=CC=CC=1.N1CCCCC1. The catalyst is C1(C)C=CC=CC=1. The product is [O:29]=[C:24]1[NH:25][C:26](=[O:28])/[C:27](=[CH:1]\[C:3]2[CH:22]=[CH:21][C:6]([O:7][CH2:8][CH2:9][O:10][C:11]3[CH:20]=[CH:19][C:14]([C:15]([O:17][CH3:18])=[O:16])=[CH:13][CH:12]=3)=[CH:5][CH:4]=2)/[S:23]1. The yield is 0.920. (9) The reactants are Br[C:2]1[CH:3]=[C:4]2[C:10]([CH3:11])=[N:9][N:8](C(OC(C)(C)C)=O)[C:5]2=[CH:6][N:7]=1.[CH3:19][N:20]1[CH:24]=[C:23](B2OC(C)(C)C(C)(C)O2)[CH:22]=[N:21]1.C([O-])(=O)C.[K+].C(=O)([O-])[O-].[Cs+].[Cs+].ClCCl. The catalyst is C1(P([C-]2C=CC=C2)C2C=CC=CC=2)C=CC=CC=1.[C-]1(P(C2C=CC=CC=2)C2C=CC=CC=2)C=CC=C1.[Fe+2].Cl[Pd]Cl.O.CN(C=O)C. The product is [CH3:11][C:10]1[C:4]2[C:5](=[CH:6][N:7]=[C:2]([C:23]3[CH:22]=[N:21][N:20]([CH3:19])[CH:24]=3)[CH:3]=2)[NH:8][N:9]=1. The yield is 0.718.